Predict the reaction yield, written as a fraction of the theoretical maximum amount of product (1.0 means a 100% yield; for example, 0.34 means a 34% yield). From a dataset of Reaction yield outcomes from USPTO patents with 853,638 reactions. The reactants are C([O:8][C@@H:9]([C:11]1[O:12][C:13]2[C:18]([C:19](=[O:27])[C:20]=1[C:21]1[CH:26]=[CH:25][CH:24]=[CH:23][CH:22]=1)=[C:17]([CH3:28])[CH:16]=[CH:15][CH:14]=2)[CH3:10])C1C=CC=CC=1.B(Br)(Br)Br. The catalyst is ClCCl. The product is [OH:8][C@@H:9]([C:11]1[O:12][C:13]2[C:18]([C:19](=[O:27])[C:20]=1[C:21]1[CH:22]=[CH:23][CH:24]=[CH:25][CH:26]=1)=[C:17]([CH3:28])[CH:16]=[CH:15][CH:14]=2)[CH3:10]. The yield is 0.310.